Dataset: Reaction yield outcomes from USPTO patents with 853,638 reactions. Task: Predict the reaction yield, written as a fraction of the theoretical maximum amount of product (1.0 means a 100% yield; for example, 0.34 means a 34% yield). The reactants are F[C:2]1[CH:3]=[C:4]([CH:8]=[CH:9][C:10]=1[N+:11]([O-:13])=[O:12])[C:5]([NH2:7])=[O:6].[O:14]1[CH2:19][CH2:18][CH2:17][CH2:16][CH:15]1[O:20][CH2:21][CH2:22][O:23][CH:24]1[CH2:27][N:26]([C:28]2[CH:33]=[CH:32][C:31]([NH2:34])=[CH:30][CH:29]=2)[CH2:25]1.C(N(C(C)C)CC)(C)C.O. The catalyst is CN(C)C=O. The product is [N+:11]([C:10]1[CH:9]=[CH:8][C:4]([C:5]([NH2:7])=[O:6])=[CH:3][C:2]=1[NH:34][C:31]1[CH:32]=[CH:33][C:28]([N:26]2[CH2:27][CH:24]([O:23][CH2:22][CH2:21][O:20][CH:15]3[CH2:16][CH2:17][CH2:18][CH2:19][O:14]3)[CH2:25]2)=[CH:29][CH:30]=1)([O-:13])=[O:12]. The yield is 0.380.